From a dataset of Full USPTO retrosynthesis dataset with 1.9M reactions from patents (1976-2016). Predict the reactants needed to synthesize the given product. (1) Given the product [Cl:19][CH2:20][N:1]([C:12](=[O:13])[C:11]1[CH:15]=[CH:16][CH:17]=[CH:18][CH:10]=1)[CH2:2][C:3]([OH:5])=[O:6], predict the reactants needed to synthesize it. The reactants are: [NH2:1][CH2:2][C:3]([OH:5])=O.[OH-:6].[Na+].ClC[C:10]1[CH:18]=[CH:17][CH:16]=[CH:15][C:11]=1[C:12](Cl)=[O:13].[ClH:19].[C:20](#N)C. (2) Given the product [O:1]1[CH2:5][CH2:4][O:3][CH:2]1[CH2:6][N:7]1[C:16]2[C:11](=[N:12][CH:13]=[C:14]([OH:19])[CH:15]=2)[CH:10]=[CH:9][C:8]1=[O:18], predict the reactants needed to synthesize it. The reactants are: [O:1]1[CH2:5][CH2:4][O:3][CH:2]1[CH2:6][N:7]1[C:16]2[C:11](=[N:12][CH:13]=[C:14](F)[CH:15]=2)[CH:10]=[CH:9][C:8]1=[O:18].[OH-:19].[Na+].O. (3) Given the product [CH2:14]([O:15][C:16]([C:18]1[C:19]([CH3:21])=[N:12][N:11]([C:7]2[CH:8]=[CH:9][CH:10]=[C:5]([N+:2]([O-:4])=[O:3])[CH:6]=2)[C:22]=1[CH3:24])=[O:17])[CH3:13], predict the reactants needed to synthesize it. The reactants are: Cl.[N+:2]([C:5]1[CH:6]=[C:7]([NH:11][NH2:12])[CH:8]=[CH:9][CH:10]=1)([O-:4])=[O:3].[CH3:13][CH2:14][O:15][C:16]([CH:18]([C:22]([CH3:24])=O)[C:19]([CH3:21])=O)=[O:17]. (4) Given the product [C:12]([O:11][C:9]([NH:28][CH2:27][CH:22]([C:21]1[CH:16]=[CH:17][C:18]([Cl:29])=[CH:19][CH:20]=1)[CH2:23][C:24]([OH:26])=[O:25])=[O:10])([CH3:13])([CH3:14])[CH3:15], predict the reactants needed to synthesize it. The reactants are: O([C:9]([O:11][C:12]([CH3:15])([CH3:14])[CH3:13])=[O:10])[C:9]([O:11][C:12]([CH3:15])([CH3:14])[CH3:13])=[O:10].[CH:16]1[C:21]([CH:22]([CH2:27][NH2:28])[CH2:23][C:24]([OH:26])=[O:25])=[CH:20][CH:19]=[C:18]([Cl:29])[CH:17]=1.[OH-].[Na+].C(O)(=O)CC(CC(O)=O)(C(O)=O)O. (5) Given the product [CH2:12]([S:14]([C:15]1[N:20]=[C:19]([C:21]([F:24])([F:22])[F:23])[C:18]([C:25]([O:27][CH2:28][CH3:29])=[O:26])=[CH:17][CH:16]=1)=[O:9])[CH3:13], predict the reactants needed to synthesize it. The reactants are: ClC1C=CC=C(C(OO)=[O:9])C=1.[CH2:12]([S:14][C:15]1[N:20]=[C:19]([C:21]([F:24])([F:23])[F:22])[C:18]([C:25]([O:27][CH2:28][CH3:29])=[O:26])=[CH:17][CH:16]=1)[CH3:13]. (6) Given the product [Cl:16][C:12]1[CH:11]=[C:10]([C@@H:8]2[C@@H:7]([C:17]3[CH:18]=[CH:19][C:20]([Cl:23])=[CH:21][CH:22]=3)[N:6]([C:24]3[CH:29]=[CH:28][N:27]=[CH:26][N:25]=3)[C:5](=[O:30])[C@:4]([CH2:1][CH:2]=[O:33])([CH3:31])[CH2:9]2)[CH:15]=[CH:14][CH:13]=1, predict the reactants needed to synthesize it. The reactants are: [CH2:1]([C@@:4]1([CH3:31])[CH2:9][C@H:8]([C:10]2[CH:15]=[CH:14][CH:13]=[C:12]([Cl:16])[CH:11]=2)[C@@H:7]([C:17]2[CH:22]=[CH:21][C:20]([Cl:23])=[CH:19][CH:18]=2)[N:6]([C:24]2[CH:29]=[CH:28][N:27]=[CH:26][N:25]=2)[C:5]1=[O:30])[CH:2]=C.I([O-])(=O)(=O)=[O:33].[Na+].